From a dataset of Retrosynthesis with 50K atom-mapped reactions and 10 reaction types from USPTO. Predict the reactants needed to synthesize the given product. (1) The reactants are: Clc1ccccc1-c1ccccc1.O=C(Cl)CCl. Given the product O=C(CCl)c1ccc(-c2ccccc2Cl)cc1, predict the reactants needed to synthesize it. (2) The reactants are: CCCN.CCCc1nc2cnc3ccccc3c2n1CCCCCC(=O)O. Given the product CCCNC(=O)CCCCCn1c(CCC)nc2cnc3ccccc3c21, predict the reactants needed to synthesize it. (3) Given the product CN(C)CCCOc1ccc(-c2cnc3[nH]c4cnc(-c5cccnc5)cc4c3c2)cc1, predict the reactants needed to synthesize it. The reactants are: Brc1cnc2[nH]c3cnc(-c4cccnc4)cc3c2c1.CN(C)CCCOc1ccc(B2OC(C)(C)C(C)(C)O2)cc1. (4) Given the product CCCCNCc1cc(C)cc(C(=O)OC)c1, predict the reactants needed to synthesize it. The reactants are: CCCCN.COC(=O)c1cc(C)cc(CO)c1. (5) Given the product CCc1nc2c(Cl)ccc(OCC(=O)O)c2c(OC(F)F)c1Cc1ccc(C(=O)C(C)(C)C)cc1, predict the reactants needed to synthesize it. The reactants are: CCc1nc2c(Cl)ccc(OCC(=O)OC)c2c(OC(F)F)c1Cc1ccc(C(=O)C(C)(C)C)cc1. (6) The reactants are: C1CCNC1.Cc1ccc(C23CC(=O)CCN2CCc2ccccc23)cc1. Given the product Cc1ccc(C23CC(N4CCCC4)CCN2CCc2ccccc23)cc1, predict the reactants needed to synthesize it.